Dataset: Reaction yield outcomes from USPTO patents with 853,638 reactions. Task: Predict the reaction yield, written as a fraction of the theoretical maximum amount of product (1.0 means a 100% yield; for example, 0.34 means a 34% yield). The reactants are C([C:3]1[CH:8]=[CH:7][N:6]=CC=1)#N.[C:9](O)(=[S:13])[CH:10]([CH3:12])O.[N:15]1[CH:20]=[CH:19]C=C[CH:16]=1.CC[OH:23]. No catalyst specified. The product is [CH3:3][C:8]1[S:13][C:9]([C:10]2[CH:19]=[CH:20][N:15]=[CH:16][CH:12]=2)=[N:6][C:7]=1[OH:23]. The yield is 0.760.